This data is from Drug-target binding data from BindingDB using IC50 measurements. The task is: Regression. Given a target protein amino acid sequence and a drug SMILES string, predict the binding affinity score between them. We predict pIC50 (pIC50 = -log10(IC50 in M); higher means more potent). Dataset: bindingdb_ic50. The drug is CN(C)C(=O)Cn1cc(-c2nc([C@@](C)(c3ccc(-c4cnc(N)nc4)cc3)C3CC3)no2)cn1. The target protein (P30355) has sequence MDQEAVGNVVLLALVTLISVVQNAFFAHKVEHESKAHNGRSFQRTGTLAFERVYTANQNCVDAYPTFLVVLWTAGLLCSQVPAAFAGLMYLFVRQKYFVGYLGERTQSTPGYIFGKRIILFLFLMSFAGILNHYLIFFFGSDFENYIRTVSTTISPLLLIP. The pIC50 is 5.3.